From a dataset of CYP2D6 inhibition data for predicting drug metabolism from PubChem BioAssay. Regression/Classification. Given a drug SMILES string, predict its absorption, distribution, metabolism, or excretion properties. Task type varies by dataset: regression for continuous measurements (e.g., permeability, clearance, half-life) or binary classification for categorical outcomes (e.g., BBB penetration, CYP inhibition). Dataset: cyp2d6_veith. (1) The molecule is COCCNc1nc(-c2cccc(OC)c2)nc2ccccc12. The result is 1 (inhibitor). (2) The compound is CC(=O)N1CCC2(CCCN(C(c3ccccc3)c3ccccc3)C2)CC1. The result is 1 (inhibitor). (3) The compound is CC(C)(C)c1cccc(Oc2nn[nH]n2)c1. The result is 0 (non-inhibitor). (4) The molecule is Cc1c(NC(=S)N/N=C/c2ccc(O)cc2)c(=O)n(-c2ccccc2)n1C. The result is 0 (non-inhibitor).